Task: Predict the product of the given reaction.. Dataset: Forward reaction prediction with 1.9M reactions from USPTO patents (1976-2016) (1) Given the reactants [OH:1][C:2]1[C:7]([C:8]2[CH:17]=[CH:16][C:15]([N+:18]([O-:20])=[O:19])=[CH:14][C:9]=2[C:10]([O:12]C)=[O:11])=[CH:6][CH:5]=[CH:4][N:3]=1.Cl, predict the reaction product. The product is: [OH:1][C:2]1[C:7]([C:8]2[CH:17]=[CH:16][C:15]([N+:18]([O-:20])=[O:19])=[CH:14][C:9]=2[C:10]([OH:12])=[O:11])=[CH:6][CH:5]=[CH:4][N:3]=1. (2) Given the reactants [CH3:1][O:2][C:3](=[O:44])[CH2:4][CH2:5][C@H:6]([OH:43])[CH2:7][O:8][C:9]1[CH:14]=[CH:13][C:12]([C:15]([C:20]2[CH:25]=[CH:24][C:23]([CH2:26][CH2:27][CH:28]([O:33][Si:34]([C:37]([CH3:40])([CH3:39])[CH3:38])([CH3:36])[CH3:35])[C:29]([CH3:32])([CH3:31])[CH3:30])=[C:22]([CH3:41])[CH:21]=2)([CH2:18][CH3:19])[CH2:16][CH3:17])=[CH:11][C:10]=1[CH3:42].CC(OI1(OC(C)=O)(OC(C)=O)OC(=O)C2C=CC=CC1=2)=O.C(OCC)(=O)C, predict the reaction product. The product is: [CH3:1][O:2][C:3](=[O:44])[CH2:4][CH2:5][C:6](=[O:43])[CH2:7][O:8][C:9]1[CH:14]=[CH:13][C:12]([C:15]([C:20]2[CH:25]=[CH:24][C:23]([CH2:26][CH2:27][CH:28]([O:33][Si:34]([C:37]([CH3:40])([CH3:39])[CH3:38])([CH3:35])[CH3:36])[C:29]([CH3:30])([CH3:31])[CH3:32])=[C:22]([CH3:41])[CH:21]=2)([CH2:16][CH3:17])[CH2:18][CH3:19])=[CH:11][C:10]=1[CH3:42]. (3) Given the reactants [Cl:1][C:2]1[CH:3]=[C:4]2[C:9](=[CH:10][C:11]=1[O:12][C:13]1[CH:18]=[CH:17][C:16]([C:19](=[O:30])[NH:20][CH2:21][CH2:22][C:23]3[CH:28]=[CH:27][C:26]([Cl:29])=[CH:25][CH:24]=3)=[CH:15][C:14]=1[CH3:31])[O:8][CH2:7][CH2:6][CH:5]2[C:32]([O:34]CC)=[O:33].[OH-].[Na+], predict the reaction product. The product is: [Cl:1][C:2]1[CH:3]=[C:4]2[C:9](=[CH:10][C:11]=1[O:12][C:13]1[CH:18]=[CH:17][C:16]([C:19](=[O:30])[NH:20][CH2:21][CH2:22][C:23]3[CH:24]=[CH:25][C:26]([Cl:29])=[CH:27][CH:28]=3)=[CH:15][C:14]=1[CH3:31])[O:8][CH2:7][CH2:6][CH:5]2[C:32]([OH:34])=[O:33]. (4) The product is: [F:18][C:2]1([F:1])[CH2:11][CH2:10][C:5](=[O:6])[C:4]([C:12]2[N:16]([CH3:17])[N:15]=[CH:14][CH:13]=2)=[CH:3]1. Given the reactants [F:1][C:2]1([F:18])[CH2:11][CH2:10][C:5]2(OCC[O:6]2)[C:4]([C:12]2[N:16]([CH3:17])[N:15]=[CH:14][CH:13]=2)=[CH:3]1.Cl, predict the reaction product. (5) Given the reactants O1CC[O:3][CH:2]1[C:6]1[CH:7]=[C:8]([CH:12]=[CH:13][CH:14]=1)[C:9]([NH2:11])=[O:10].CO[C:17](OC)([N:19](C)C)[CH3:18], predict the reaction product. The product is: [CH3:18][C:17]1[N:11]=[C:9]([C:8]2[CH:7]=[C:6]([CH:14]=[CH:13][CH:12]=2)[CH:2]=[O:3])[O:10][N:19]=1. (6) Given the reactants [CH3:1][O:2][C:3]([C:5]1[C:14]2[C:9](=[CH:10][C:11]([O:15][C:16]3[CH:21]=[C:20](Cl)[N:19]=[C:18]([CH3:23])N=3)=[CH:12][CH:13]=2)[CH:8]=[CH:7][CH:6]=1)=[O:4].N1C=CC=C[CH:25]=1, predict the reaction product. The product is: [CH3:1][O:2][C:3]([C:5]1[C:14]2[C:9](=[CH:10][C:11]([O:15][C:16]3[CH:23]=[CH:18][N:19]=[C:20]([CH3:25])[CH:21]=3)=[CH:12][CH:13]=2)[CH:8]=[CH:7][CH:6]=1)=[O:4]. (7) Given the reactants [CH:1]1([OH:7])[CH2:6][CH2:5][CH2:4][CH2:3][CH2:2]1.N1C=CC=CC=1.Cl[C:15]([O:17][CH:18]([Cl:20])[CH3:19])=[O:16], predict the reaction product. The product is: [C:15](=[O:16])([O:7][CH:1]1[CH2:6][CH2:5][CH2:4][CH2:3][CH2:2]1)[O:17][CH:18]([Cl:20])[CH3:19]. (8) Given the reactants [C:1]([O:5][C:6](=[O:30])[C:7]1[CH:12]=[CH:11][C:10]([C:13](=[O:28])/[CH:14]=[C:15](\[C:20]2[CH:25]=[C:24]([Cl:26])[CH:23]=[C:22]([Cl:27])[CH:21]=2)/[C:16]([F:19])([F:18])[F:17])=[CH:9][C:8]=1[CH3:29])([CH3:4])([CH3:3])[CH3:2].C(O)(=[S:33])C.C(N(CC)CC)C, predict the reaction product. The product is: [C:1]([O:5][C:6](=[O:30])[C:7]1[CH:12]=[CH:11][C:10]([C:13](=[O:28])[CH2:14][C:15]([C:20]2[CH:25]=[C:24]([Cl:26])[CH:23]=[C:22]([Cl:27])[CH:21]=2)([SH:33])[C:16]([F:17])([F:19])[F:18])=[CH:9][C:8]=1[CH3:29])([CH3:4])([CH3:3])[CH3:2].